This data is from Full USPTO retrosynthesis dataset with 1.9M reactions from patents (1976-2016). The task is: Predict the reactants needed to synthesize the given product. (1) The reactants are: [NH2:1][C@@H:2]([CH2:32][C:33]1[CH:38]=[CH:37][CH:36]=[CH:35][C:34]=1[Cl:39])[C:3]([N:5]1[CH2:10][CH2:9][CH:8]([N:11]2[N:20]=[C:19]([C:21]3[CH:26]=[CH:25][C:24]([O:27][CH3:28])=[C:23]([O:29][CH3:30])[CH:22]=3)[C@@H:18]3[C@@H:13]([CH2:14][CH2:15][CH2:16][CH2:17]3)[C:12]2=[O:31])[CH2:7][CH2:6]1)=[O:4].[CH:40]1([CH2:43][O:44][C:45]2[CH:53]=[CH:52][C:48]3[O:49][CH2:50][O:51][C:47]=3[C:46]=2[C:54]2[C:55]3[NH:62][CH:61]=[C:60]([C:63](O)=[O:64])[C:56]=3[N:57]=[CH:58][N:59]=2)[CH2:42][CH2:41]1.CN(C(ON1N=NC2C=CC=CC1=2)=[N+](C)C)C.F[P-](F)(F)(F)(F)F.CCN(C(C)C)C(C)C.C(=O)(O)[O-].[Na+]. Given the product [Cl:39][C:34]1[CH:35]=[CH:36][CH:37]=[CH:38][C:33]=1[CH2:32][C@H:2]([NH:1][C:63]([C:60]1[C:56]2[N:57]=[CH:58][N:59]=[C:54]([C:46]3[C:47]4[O:51][CH2:50][O:49][C:48]=4[CH:52]=[CH:53][C:45]=3[O:44][CH2:43][CH:40]3[CH2:42][CH2:41]3)[C:55]=2[NH:62][CH:61]=1)=[O:64])[C:3]([N:5]1[CH2:6][CH2:7][CH:8]([N:11]2[N:20]=[C:19]([C:21]3[CH:26]=[CH:25][C:24]([O:27][CH3:28])=[C:23]([O:29][CH3:30])[CH:22]=3)[C@@H:18]3[C@@H:13]([CH2:14][CH2:15][CH2:16][CH2:17]3)[C:12]2=[O:31])[CH2:9][CH2:10]1)=[O:4], predict the reactants needed to synthesize it. (2) Given the product [C:14]1([CH:1]=[O:2])[C:15]2[C:10](=[CH:8][CH:9]=[CH:16][CH:17]=2)[CH:11]=[CH:12][CH:13]=1, predict the reactants needed to synthesize it. The reactants are: [CH2:1]=[O:2].S(=O)(=O)(O)O.[CH2:8]([C:10]1[CH:15]=[CH:14][CH:13]=[CH:12][CH:11]=1)[CH3:9].[CH2:16](C(C)=O)[CH:17](C)C. (3) Given the product [CH2:1]([C:3]1[C:11]([N:12]([CH2:31][CH:32]2[CH2:37][CH2:36][O:35][CH2:34][CH2:33]2)[C:13](=[O:19])[O:14][C:15]([CH3:18])([CH3:17])[CH3:16])=[C:6]2[CH:7]=[CH:8][CH:9]=[CH:10][N:5]2[N:4]=1)[CH3:2], predict the reactants needed to synthesize it. The reactants are: [CH2:1]([C:3]1[C:11]([NH:12][C:13](=[O:19])[O:14][C:15]([CH3:18])([CH3:17])[CH3:16])=[C:6]2[CH:7]=[CH:8][CH:9]=[CH:10][N:5]2[N:4]=1)[CH3:2].CC(C)([O-])C.[K+].CS(O[CH2:31][CH:32]1[CH2:37][CH2:36][O:35][CH2:34][CH2:33]1)(=O)=O.O1CCCC1. (4) Given the product [CH3:1][O:2][C:3](=[O:12])[C@H:4]([CH3:11])[CH2:5][N:13]=[N+:14]=[N-:15], predict the reactants needed to synthesize it. The reactants are: [CH3:1][O:2][C:3](=[O:12])[C@H:4]([CH3:11])[CH2:5]OS(C)(=O)=O.[N-:13]=[N+:14]=[N-:15].[Na+].C(OC(=O)CC(C)=O)C. (5) Given the product [NH2:49][C@H:34]1[C@H:35]([OH:41])[C@@H:36]([CH:38]2[CH2:39][CH2:40]2)[CH2:37][N:32]([C:31]2[CH:30]=[CH:29][N:28]=[CH:27][C:26]=2[NH:25][C:23]([C:19]2[CH:18]=[CH:17][C:16]3[C:21](=[CH:22][C:13]([C:6]4[CH:7]=[N:8][C:3]([O:2][CH3:1])=[CH:4][CH:5]=4)=[CH:14][N:15]=3)[N:20]=2)=[O:24])[CH2:33]1, predict the reactants needed to synthesize it. The reactants are: [CH3:1][O:2][C:3]1[N:8]=[CH:7][C:6](B(O)O)=[CH:5][CH:4]=1.Br[C:13]1[CH:22]=[C:21]2[C:16]([CH:17]=[CH:18][C:19]([C:23]([NH:25][C:26]3[CH:27]=[N:28][CH:29]=[CH:30][C:31]=3[N:32]3[CH2:37][C@H:36]([CH:38]4[CH2:40][CH2:39]4)[C@@H:35]([O:41][Si](C(C)(C)C)(C)C)[C@H:34]([NH:49]C(=O)OC(C)(C)C)[CH2:33]3)=[O:24])=[N:20]2)=[N:15][CH:14]=1.